Dataset: Forward reaction prediction with 1.9M reactions from USPTO patents (1976-2016). Task: Predict the product of the given reaction. Given the reactants C([Si](C)(C)[O:6][C@H:7]1[CH2:12][CH2:11][C@H:10]([N:13]2[C:18]3=[N:19][C:20]([NH:23][C:24]4[CH:29]=[CH:28][C:27]([O:30][CH3:31])=[C:26]([O:32][CH3:33])[CH:25]=4)=[N:21][CH:22]=[C:17]3[CH2:16][N:15]([C:34]3[CH:39]=[CH:38][C:37]([O:40][CH3:41])=[CH:36][CH:35]=3)[C:14]2=[O:42])[CH2:9][CH2:8]1)(C)(C)C.FC(F)(F)C(O)=O, predict the reaction product. The product is: [CH3:41][O:40][C:37]1[CH:38]=[CH:39][C:34]([N:15]2[CH2:16][C:17]3[C:18](=[N:19][C:20]([NH:23][C:24]4[CH:29]=[CH:28][C:27]([O:30][CH3:31])=[C:26]([O:32][CH3:33])[CH:25]=4)=[N:21][CH:22]=3)[N:13]([C@H:10]3[CH2:11][CH2:12][C@H:7]([OH:6])[CH2:8][CH2:9]3)[C:14]2=[O:42])=[CH:35][CH:36]=1.